This data is from Forward reaction prediction with 1.9M reactions from USPTO patents (1976-2016). The task is: Predict the product of the given reaction. The product is: [F:31][C:32]([F:37])([F:36])[C:33]([OH:35])=[O:34].[C:1]1([C@H:7]([NH:15][C:16]([NH:18][C:19]2[CH:24]=[CH:23][C:22]([C:25]3[CH:26]=[CH:27][N:28]=[CH:29][CH:30]=3)=[CH:21][CH:20]=2)=[O:17])[C:8]([OH:10])=[O:9])[CH:6]=[CH:5][CH:4]=[CH:3][CH:2]=1. Given the reactants [C:1]1([C@H:7]([NH:15][C:16]([NH:18][C:19]2[CH:24]=[CH:23][C:22]([C:25]3[CH:30]=[CH:29][N:28]=[CH:27][CH:26]=3)=[CH:21][CH:20]=2)=[O:17])[C:8]([O:10]C(C)(C)C)=[O:9])[CH:6]=[CH:5][CH:4]=[CH:3][CH:2]=1.[F:31][C:32]([F:37])([F:36])[C:33]([OH:35])=[O:34], predict the reaction product.